Dataset: Reaction yield outcomes from USPTO patents with 853,638 reactions. Task: Predict the reaction yield, written as a fraction of the theoretical maximum amount of product (1.0 means a 100% yield; for example, 0.34 means a 34% yield). (1) The reactants are [OH-:1].[K+].[Br:3][C:4]1[CH:5]=[C:6]2[C:10](=[CH:11][CH:12]=1)[NH:9][C:8](=[O:13])[C:7]2=O.[F:15][C:16]([F:28])([F:27])[C:17]1[CH:22]=[CH:21][C:20]([C:23](=O)[CH2:24][CH3:25])=[CH:19][CH:18]=1. The catalyst is O.C(O)C. The product is [Br:3][C:4]1[CH:5]=[C:6]2[C:10](=[CH:11][CH:12]=1)[N:9]=[C:23]([C:20]1[CH:19]=[CH:18][C:17]([C:16]([F:15])([F:27])[F:28])=[CH:22][CH:21]=1)[C:24]([CH3:25])=[C:7]2[C:8]([OH:13])=[O:1]. The yield is 0.980. (2) The reactants are O1CCCCC1[O:7][CH2:8][CH2:9][CH:10]([C:12]1[CH:21]=[CH:20][C:15]([C:16]([O:18][CH3:19])=[O:17])=[CH:14][CH:13]=1)[CH3:11].C1(C)C=CC(S(O)(=O)=O)=CC=1. The catalyst is CO. The product is [OH:7][CH2:8][CH2:9][CH:10]([C:12]1[CH:13]=[CH:14][C:15]([C:16]([O:18][CH3:19])=[O:17])=[CH:20][CH:21]=1)[CH3:11]. The yield is 0.990. (3) The reactants are [CH3:1][C:2]([O:5][C:6]([N:8]1[CH2:14][C:13]2[CH:15]=[C:16](B(O)O)[CH:17]=[CH:18][C:12]=2[O:11][CH2:10][CH2:9]1)=[O:7])([CH3:4])[CH3:3].Br[C:23]1[CH:24]=[CH:25][C:26]([CH:29]=[O:30])=[N:27][CH:28]=1.C(=O)([O-])[O-].[Cs+].[Cs+]. The catalyst is O1CCOCC1.O. The product is [CH:29]([C:26]1[N:27]=[CH:28][C:23]([C:16]2[CH:17]=[CH:18][C:12]3[O:11][CH2:10][CH2:9][N:8]([C:6]([O:5][C:2]([CH3:4])([CH3:3])[CH3:1])=[O:7])[CH2:14][C:13]=3[CH:15]=2)=[CH:24][CH:25]=1)=[O:30]. The yield is 0.960.